From a dataset of Full USPTO retrosynthesis dataset with 1.9M reactions from patents (1976-2016). Predict the reactants needed to synthesize the given product. Given the product [NH2:10][CH2:9][C:5]1[C:6](=[O:8])[NH:7][C:2]([CH3:1])=[CH:3][C:4]=1[CH2:11][N:12]1[CH2:17][CH2:16][O:15][CH2:14][CH2:13]1, predict the reactants needed to synthesize it. The reactants are: [CH3:1][C:2]1[NH:7][C:6](=[O:8])[C:5]([C:9]#[N:10])=[C:4]([CH2:11][N:12]2[CH2:17][CH2:16][O:15][CH2:14][CH2:13]2)[CH:3]=1.Cl.O1CCOCC1.